From a dataset of Full USPTO retrosynthesis dataset with 1.9M reactions from patents (1976-2016). Predict the reactants needed to synthesize the given product. (1) Given the product [CH3:1][O:2][C:3]([C:5]1[N:6]=[C:7]([C:18]2[CH:23]=[CH:22][C:21]([C:24]([F:27])([F:25])[F:26])=[CH:20][CH:19]=2)[O:8][C:9]=1[C:10]1[CH:15]=[CH:14][C:13]([C:16](=[NH:17])[NH:29][OH:30])=[CH:12][CH:11]=1)=[O:4], predict the reactants needed to synthesize it. The reactants are: [CH3:1][O:2][C:3]([C:5]1[N:6]=[C:7]([C:18]2[CH:23]=[CH:22][C:21]([C:24]([F:27])([F:26])[F:25])=[CH:20][CH:19]=2)[O:8][C:9]=1[C:10]1[CH:15]=[CH:14][C:13]([C:16]#[N:17])=[CH:12][CH:11]=1)=[O:4].Cl.[NH2:29][OH:30].C(N(CC)CC)C. (2) Given the product [CH3:1][O:2][C:3]1[CH:28]=[CH:27][C:6]2[C:7]([CH2:20][CH2:21][CH2:22][CH2:23][CH2:24][CH2:25][OH:26])=[C:8]([C:12]3[CH:17]=[CH:16][CH:15]=[C:14]([O:18][CH3:19])[CH:13]=3)[CH2:9][CH2:10][CH2:11][C:5]=2[CH:4]=1, predict the reactants needed to synthesize it. The reactants are: [CH3:1][O:2][C:3]1[CH:28]=[CH:27][C:6]2[C:7]([C:20]#[C:21][CH2:22][CH2:23][CH2:24][CH2:25][OH:26])=[C:8]([C:12]3[CH:17]=[CH:16][CH:15]=[C:14]([O:18][CH3:19])[CH:13]=3)[CH2:9][CH2:10][CH2:11][C:5]=2[CH:4]=1.